This data is from Reaction yield outcomes from USPTO patents with 853,638 reactions. The task is: Predict the reaction yield, written as a fraction of the theoretical maximum amount of product (1.0 means a 100% yield; for example, 0.34 means a 34% yield). (1) The reactants are [NH2:1][C:2]1[CH:18]=[CH:17][CH:16]=[C:15]([Cl:19])[C:3]=1[C:4]([NH:6][C:7]1[CH:12]=[CH:11][CH:10]=[CH:9][C:8]=1[O:13][CH3:14])=[O:5].[Cl:20][CH2:21][C:22](Cl)=O. The catalyst is C(O)(=O)C. The product is [Cl:19][C:15]1[CH:16]=[CH:17][CH:18]=[C:2]2[C:3]=1[C:4](=[O:5])[N:6]([C:7]1[CH:12]=[CH:11][CH:10]=[CH:9][C:8]=1[O:13][CH3:14])[C:22]([CH2:21][Cl:20])=[N:1]2. The yield is 0.280. (2) The reactants are [Cl:1][C:2]1[CH:10]=[CH:9][C:8]([CH3:11])=[CH:7][C:3]=1[C:4]([NH2:6])=[O:5].C1C(=O)N([Br:19])C(=O)C1.CC(N=NC(C#N)(C)C)(C#N)C. The catalyst is CC#N. The product is [Br:19][CH2:11][C:8]1[CH:9]=[CH:10][C:2]([Cl:1])=[C:3]([CH:7]=1)[C:4]([NH2:6])=[O:5]. The yield is 0.420. (3) The reactants are [C:1]([NH:4][C:5]1[C:14]([F:15])=[C:13](F)[C:12]([CH3:17])=[C:11]2[C:6]=1[C:7](=[O:25])[C:8]([C:22]([OH:24])=[O:23])=[CH:9][N:10]2[C@@H:18]1[CH2:20][C@@H:19]1[F:21])(=[O:3])[CH3:2].[C:26]([O:30][C:31]([NH:33][C:34]1([C@H:37]2[CH2:41][NH:40][CH2:39][C@H:38]2[F:42])[CH2:36][CH2:35]1)=[O:32])([CH3:29])([CH3:28])[CH3:27].CN1CCCCC1. The catalyst is CS(C)=O. The product is [C:1]([NH:4][C:5]1[C:14]([F:15])=[C:13]([N:40]2[CH2:41][C@H:37]([C:34]3([NH:33][C:31]([O:30][C:26]([CH3:28])([CH3:27])[CH3:29])=[O:32])[CH2:35][CH2:36]3)[C@H:38]([F:42])[CH2:39]2)[C:12]([CH3:17])=[C:11]2[C:6]=1[C:7](=[O:25])[C:8]([C:22]([OH:24])=[O:23])=[CH:9][N:10]2[C@@H:18]1[CH2:20][C@@H:19]1[F:21])(=[O:3])[CH3:2]. The yield is 0.892.